This data is from Full USPTO retrosynthesis dataset with 1.9M reactions from patents (1976-2016). The task is: Predict the reactants needed to synthesize the given product. Given the product [CH3:14][N:11]1[CH2:12][CH2:13][CH:8]([C:7]2[C:2]([O:29][C:26]3[CH:25]=[CH:24][C:23]([NH:22][C:17]4[CH:18]=[CH:19][CH:20]=[CH:21][N:16]=4)=[CH:28][CH:27]=3)=[N:3][CH:4]=[CH:5][CH:6]=2)[CH2:9][C:10]1=[O:15], predict the reactants needed to synthesize it. The reactants are: F[C:2]1[C:7]([CH:8]2[CH2:13][CH2:12][N:11]([CH3:14])[C:10](=[O:15])[CH2:9]2)=[CH:6][CH:5]=[CH:4][N:3]=1.[N:16]1[CH:21]=[CH:20][CH:19]=[CH:18][C:17]=1[NH:22][C:23]1[CH:28]=[CH:27][C:26]([OH:29])=[CH:25][CH:24]=1.C(=O)([O-])[O-].[Cs+].[Cs+].CN1CCCC1=O.